Dataset: Reaction yield outcomes from USPTO patents with 853,638 reactions. Task: Predict the reaction yield, written as a fraction of the theoretical maximum amount of product (1.0 means a 100% yield; for example, 0.34 means a 34% yield). (1) The reactants are [CH2:1]([O:8][C:9]1[C:10]([CH2:27][OH:28])=[N:11][CH:12]=[C:13]([C:25]=1[OH:26])[C:14]([NH:16][CH2:17][C:18]1[CH:23]=[CH:22][C:21]([F:24])=[CH:20][CH:19]=1)=[O:15])[C:2]1[CH:7]=[CH:6][CH:5]=[CH:4][CH:3]=1. The catalyst is C(Cl)(Cl)Cl.[O-2].[O-2].[Mn+4]. The product is [CH2:1]([O:8][C:9]1[C:10]([CH:27]=[O:28])=[N:11][CH:12]=[C:13]([C:25]=1[OH:26])[C:14]([NH:16][CH2:17][C:18]1[CH:19]=[CH:20][C:21]([F:24])=[CH:22][CH:23]=1)=[O:15])[C:2]1[CH:7]=[CH:6][CH:5]=[CH:4][CH:3]=1. The yield is 0.840. (2) The reactants are Cl.Cl.[NH:3]1[CH2:8][CH:7]=[C:6]([C:9]2[CH:10]=[CH:11][C:12]([CH2:15][C@@H:16]([C:28]([O:30]C)=[O:29])[NH:17][C:18](=[O:27])[C:19]3[C:24]([Cl:25])=[CH:23][CH:22]=[CH:21][C:20]=3[Cl:26])=[N:13][CH:14]=2)[CH2:5][CH2:4]1.C(Cl)Cl.[CH3:35][S:36](Cl)(=[O:38])=[O:37]. The catalyst is CN(C)C1C=CN=CC=1.N1C=CC=CC=1. The product is [Cl:26][C:20]1[CH:21]=[CH:22][CH:23]=[C:24]([Cl:25])[C:19]=1[C:18]([NH:17][C@H:16]([C:28]([OH:30])=[O:29])[CH2:15][C:12]1[N:13]=[CH:14][C:9]([C:6]2[CH2:5][CH2:4][N:3]([S:36]([CH3:35])(=[O:38])=[O:37])[CH2:8][CH:7]=2)=[CH:10][CH:11]=1)=[O:27]. The yield is 0.530. (3) The reactants are [CH2:1]([Li])[CH2:2][CH2:3][CH3:4].[Cl:6][C:7]1[CH:12]=[CH:11][C:10]([O:13][C:14]2[CH:21]=CC(C=O)=[CH:16][C:15]=2[F:22])=[CH:9][C:8]=1[C:23]([F:26])([F:25])[F:24]. The catalyst is [Br-].C[P+](C1C=CC=CC=1)(C1C=CC=CC=1)C1C=CC=CC=1.C1COCC1. The product is [CH:3]([C:2]1[CH:1]=[CH:21][C:14]([O:13][C:10]2[CH:11]=[CH:12][C:7]([Cl:6])=[C:8]([C:23]([F:25])([F:26])[F:24])[CH:9]=2)=[C:15]([F:22])[CH:16]=1)=[CH2:4]. The yield is 0.800. (4) The reactants are [F:1][C:2]1[CH:3]=[CH:4][C:5]2[N:9]=[CH:8][N:7]([C:10]3[N:18]=[C:17]4[C:13]([NH:14][C:15](=[S:30])[N:16]4[C@H:19]4[C:28]5[C:23](=[C:24]([F:29])[CH:25]=[CH:26][CH:27]=5)[O:22][CH2:21][CH2:20]4)=[CH:12][N:11]=3)[C:6]=2[CH:31]=1.[CH3:32]CN(P1(N(C)CCCN1)=NC(C)(C)C)CC.IC. The catalyst is C(#N)C. The product is [F:1][C:2]1[CH:3]=[CH:4][C:5]2[N:9]=[CH:8][N:7]([C:10]3[N:18]=[C:17]4[C:13]([NH:14][CH:15]([S:30][CH3:32])[N:16]4[C@H:19]4[C:28]5[C:23](=[C:24]([F:29])[CH:25]=[CH:26][CH:27]=5)[O:22][CH2:21][CH2:20]4)=[CH:12][N:11]=3)[C:6]=2[CH:31]=1. The yield is 0.520. (5) The reactants are [CH3:1][N:2]([CH2:10][CH:11]=[O:12])[C:3](=[O:9])[O:4][C:5]([CH3:8])([CH3:7])[CH3:6].[C:13]([O:17][CH3:18])(=[O:16])[CH:14]=[CH2:15].N12CCN(CC1)CC2. No catalyst specified. The product is [C:5]([O:4][C:3]([N:2]([CH3:1])[CH2:10][CH:11]([OH:12])[C:14](=[CH2:15])[C:13]([O:17][CH3:18])=[O:16])=[O:9])([CH3:8])([CH3:6])[CH3:7]. The yield is 0.920. (6) The catalyst is C(O)CO. The reactants are [Br:1][C:2]1[CH:7]=[C:6]([C:8](=O)[CH3:9])[C:5](F)=[CH:4][N:3]=1.O.[NH2:13][NH2:14]. The yield is 0.740. The product is [Br:1][C:2]1[CH:7]=[C:6]2[C:8]([CH3:9])=[N:14][NH:13][C:5]2=[CH:4][N:3]=1. (7) The reactants are C([O:5][C:6](=[O:33])[C:7]1[CH:12]=[CH:11][C:10]([CH2:13][N:14]2[CH:23]=[CH:22][C:21]3[C:16](=[CH:17][C:18]([C:24]#[C:25][CH2:26][N:27]4[CH:31]=[N:30][CH:29]=[N:28]4)=[CH:19][CH:20]=3)[C:15]2=[O:32])=[CH:9][CH:8]=1)(C)(C)C. The catalyst is FC(F)(F)C(O)=O. The product is [O:32]=[C:15]1[C:16]2[C:21](=[CH:20][CH:19]=[C:18]([C:24]#[C:25][CH2:26][N:27]3[CH:31]=[N:30][CH:29]=[N:28]3)[CH:17]=2)[CH:22]=[CH:23][N:14]1[CH2:13][C:10]1[CH:9]=[CH:8][C:7]([C:6]([OH:33])=[O:5])=[CH:12][CH:11]=1. The yield is 0.897. (8) The reactants are [N:1]([C:4]1([CH2:20][C:21](OCC)=[O:22])[C:17]2[CH:16]=[C:15]([Cl:18])[N:14]=[CH:13][C:12]=2[O:11][C:10]2[C:5]1=[CH:6][C:7]([Br:19])=[CH:8][CH:9]=2)=[N+]=[N-].[H-].[H-].[H-].[H-].[Li+].[Al+3]. The catalyst is C1COCC1. The product is [NH2:1][C:4]1([CH2:20][CH2:21][OH:22])[C:17]2[CH:16]=[C:15]([Cl:18])[N:14]=[CH:13][C:12]=2[O:11][C:10]2[C:5]1=[CH:6][C:7]([Br:19])=[CH:8][CH:9]=2. The yield is 0.406. (9) The reactants are [CH2:1]([C:5]1[N:6]=[C:7]([O:27][CH3:28])[NH:8][C:9](=[O:26])[C:10]=1[CH2:11][C:12]1[CH:17]=[CH:16][C:15]([C:18]2[C:19]([C:24]#[N:25])=[CH:20][CH:21]=[CH:22][CH:23]=2)=[CH:14][CH:13]=1)[CH2:2][CH2:3][CH3:4].[C:29]1(B(O)O)[CH:34]=[CH:33][CH:32]=[CH:31][CH:30]=1.N1C=CC=CC=1.C(N(CC)CC)C. The catalyst is C(OCC)(=O)C.C([O-])(=O)C.[Cu+2].C([O-])(=O)C.ClCCl. The product is [CH2:1]([C:5]1[N:6]=[C:7]([O:27][CH3:28])[N:8]([C:29]2[CH:34]=[CH:33][CH:32]=[CH:31][CH:30]=2)[C:9](=[O:26])[C:10]=1[CH2:11][C:12]1[CH:17]=[CH:16][C:15]([C:18]2[C:19]([C:24]#[N:25])=[CH:20][CH:21]=[CH:22][CH:23]=2)=[CH:14][CH:13]=1)[CH2:2][CH2:3][CH3:4]. The yield is 0.650.